This data is from Full USPTO retrosynthesis dataset with 1.9M reactions from patents (1976-2016). The task is: Predict the reactants needed to synthesize the given product. (1) Given the product [CH2:1]([N:8]1[C:9](=[O:24])[CH:10]2[NH:16][CH:13]([CH2:12][CH2:11]2)[C:14]1=[O:15])[C:2]1[CH:3]=[CH:4][CH:5]=[CH:6][CH:7]=1, predict the reactants needed to synthesize it. The reactants are: [CH2:1]([N:8]1[C:14](=[O:15])[CH:13]2[N:16](CC3C=CC=CC=3)[CH:10]([CH2:11][CH2:12]2)[C:9]1=[O:24])[C:2]1[CH:7]=[CH:6][CH:5]=[CH:4][CH:3]=1.Cl. (2) Given the product [CH3:1][O:2][C:3]1[C:8]2[N:9]=[C:10]([C:12]([CH:14]3[CH2:19][CH2:18][N:17]([CH2:21][C:22]([C:24]4[CH:25]=[CH:26][C:27]5[S:32][CH2:31][C:30](=[O:33])[NH:29][C:28]=5[CH:34]=4)=[O:23])[CH2:16][CH2:15]3)=[O:13])[S:11][C:7]=2[CH:6]=[CH:5][CH:4]=1, predict the reactants needed to synthesize it. The reactants are: [CH3:1][O:2][C:3]1[C:8]2[N:9]=[C:10]([C:12]([CH:14]3[CH2:19][CH2:18][NH:17][CH2:16][CH2:15]3)=[O:13])[S:11][C:7]=2[CH:6]=[CH:5][CH:4]=1.Cl[CH2:21][C:22]([C:24]1[CH:25]=[CH:26][C:27]2[S:32][CH2:31][C:30](=[O:33])[NH:29][C:28]=2[CH:34]=1)=[O:23].CCN(C(C)C)C(C)C. (3) The reactants are: C(OC([NH:8][C:9]1[CH:10]=[C:11]([CH:27]=[CH:28][CH:29]=1)[O:12][C:13]1[CH:22]=[C:21]2[C:16]([CH2:17][CH2:18][CH:19]([C:23]([O:25][CH3:26])=[O:24])[CH2:20]2)=[CH:15][CH:14]=1)=O)(C)(C)C.[ClH:30]. Given the product [NH2:8][C:9]1[CH:10]=[C:11]([CH:27]=[CH:28][CH:29]=1)[O:12][C:13]1[CH:22]=[C:21]2[C:16]([CH2:17][CH2:18][CH:19]([C:23]([O:25][CH3:26])=[O:24])[CH2:20]2)=[CH:15][CH:14]=1.[ClH:30], predict the reactants needed to synthesize it. (4) Given the product [Cl:3][C:4]1[C:9]([C:10]2[CH:11]=[CH:12][CH:13]=[CH:14][CH:15]=2)=[N:8][N:7]=[C:6]2[N:16]([CH2:21][C:22]([N:24]3[CH2:28][CH2:27][CH2:26][CH2:25]3)=[O:23])[N:17]=[C:18]([I:19])[C:5]=12, predict the reactants needed to synthesize it. The reactants are: [H-].[Na+].[Cl:3][C:4]1[C:9]([C:10]2[CH:15]=[CH:14][CH:13]=[CH:12][CH:11]=2)=[N:8][N:7]=[C:6]2[NH:16][N:17]=[C:18]([I:19])[C:5]=12.Cl[CH2:21][C:22]([N:24]1[CH2:28][CH2:27][CH2:26][CH2:25]1)=[O:23].[Li+].[Cl-]. (5) The reactants are: [CH3:1][O:2][CH2:3][CH2:4][O:5][C:6]1[CH:7]=[C:8]([CH:11]=[CH:12][C:13]=1[O:14][CH2:15][CH2:16][O:17][CH3:18])[CH:9]=O.C(O)(=O)[CH2:20][C:21]([OH:23])=[O:22].N1CCCCC1. Given the product [CH3:1][O:2][CH2:3][CH2:4][O:5][C:6]1[CH:7]=[C:8]([CH:9]=[CH:20][C:21]([OH:23])=[O:22])[CH:11]=[CH:12][C:13]=1[O:14][CH2:15][CH2:16][O:17][CH3:18], predict the reactants needed to synthesize it. (6) Given the product [CH2:1]([C@@:5]12[C@H:20]([CH2:23][CH2:22][CH3:24])[C:19](=[O:21])[CH:18]=[C:6]1[C:7]1[CH:8]=[CH:9][C:10]([O:14][CH2:15][O:16][CH3:17])=[CH:11][C:12]=1[CH2:13]2)[CH2:2][CH2:3][CH3:4], predict the reactants needed to synthesize it. The reactants are: [CH2:1]([C:5]12[CH2:20][C:19](=[O:21])[CH:18]=[C:6]1[C:7]1[CH:8]=[CH:9][C:10]([O:14][CH2:15][O:16][CH3:17])=[CH:11][C:12]=1[CH2:13]2)[CH2:2][CH2:3][CH3:4].[CH:22]([N-]C(C)C)([CH3:24])[CH3:23].[Li+].C(I)CC. (7) The reactants are: Cl.C[O:3][CH:4]([O:21]C)[CH2:5][N:6]([CH2:14][C:15]1[CH:20]=[CH:19][CH:18]=[CH:17][N:16]=1)[CH2:7][C:8]1[CH:13]=[CH:12][CH:11]=[CH:10][N:9]=1.C([O-])(O)=O.[Na+]. Given the product [N:9]1[CH:10]=[CH:11][CH:12]=[CH:13][C:8]=1[CH2:7][N:6]([CH2:14][C:15]1[CH:20]=[CH:19][CH:18]=[CH:17][N:16]=1)[CH2:5][CH:4]([OH:21])[OH:3], predict the reactants needed to synthesize it. (8) The reactants are: CC(C)([O-])C.[K+].[N+:7]([C:10]1[CH:15]=[CH:14][C:13]([CH2:16][C:17]([O:19][CH2:20][CH3:21])=[O:18])=[CH:12][CH:11]=1)([O-:9])=[O:8].[CH:22]1(Br)[CH2:26][CH2:25][CH2:24][CH2:23]1.O. Given the product [N+:7]([C:10]1[CH:11]=[CH:12][C:13]([CH:16]([CH:22]2[CH2:26][CH2:25][CH2:24][CH2:23]2)[C:17]([O:19][CH2:20][CH3:21])=[O:18])=[CH:14][CH:15]=1)([O-:9])=[O:8], predict the reactants needed to synthesize it. (9) Given the product [CH2:25]([CH:24]([N:13]1[C:14]2[C:19](=[CH:18][CH:17]=[CH:16][C:15]=2[C:20]([F:23])([F:22])[F:21])[C:11]([C:4]2[CH:5]=[CH:6][C:7]([OH:9])=[CH:8][C:3]=2[OH:2])=[N:12]1)[CH2:27][CH3:28])[CH3:26], predict the reactants needed to synthesize it. The reactants are: C[O:2][C:3]1[CH:8]=[C:7]([O:9]C)[CH:6]=[CH:5][C:4]=1[C:11]1[C:19]2[C:14](=[C:15]([C:20]([F:23])([F:22])[F:21])[CH:16]=[CH:17][CH:18]=2)[N:13]([CH:24]([CH2:27][CH3:28])[CH2:25][CH3:26])[N:12]=1.B(Br)(Br)Br.C1CCCCC=1.